Dataset: Reaction yield outcomes from USPTO patents with 853,638 reactions. Task: Predict the reaction yield, written as a fraction of the theoretical maximum amount of product (1.0 means a 100% yield; for example, 0.34 means a 34% yield). (1) The reactants are [NH2:1][C:2]1[CH:3]=[CH:4][CH:5]=[C:6]2[C:11]=1[CH:10]=[C:9]([OH:12])[CH:8]=[CH:7]2.N1C=CC=CC=1.[F:19][C:20]([F:31])([F:30])[C:21](O[C:21](=[O:22])[C:20]([F:31])([F:30])[F:19])=[O:22].Cl. The catalyst is O1CCOCC1.CO. The product is [F:19][C:20]([F:31])([F:30])[C:21]([NH:1][C:2]1[C:11]2[C:6](=[CH:7][CH:8]=[C:9]([OH:12])[CH:10]=2)[CH:5]=[CH:4][CH:3]=1)=[O:22]. The yield is 0.860. (2) The reactants are [C:1]([O:5][C:6]([N:8]1[CH2:34][CH2:33][C:11]2([N:15]([C:16]3[CH:21]=[CH:20][CH:19]=[CH:18][CH:17]=3)[CH2:14][N:13]([CH2:22][C:23]3[CH:24]=[C:25]([CH:29]=[CH:30][CH:31]=3)[C:26]([OH:28])=[O:27])[C:12]2=[O:32])[CH2:10][CH2:9]1)=[O:7])([CH3:4])([CH3:3])[CH3:2].C1(N=[C:42]=[N:43][CH:44]2[CH2:49][CH2:48][CH2:47][CH2:46]C2)CCCCC1.C[C@H](O)CC. The catalyst is CN(C)C1C=CN=CC=1.ClCCl. The product is [CH3:42][N:43]1[CH2:44][CH2:49][CH:48]([O:27][C:26]([C:25]2[CH:24]=[C:23]([CH:31]=[CH:30][CH:29]=2)[CH2:22][N:13]2[C:12](=[O:32])[C:11]3([CH2:33][CH2:34][N:8]([C:6]([O:5][C:1]([CH3:4])([CH3:2])[CH3:3])=[O:7])[CH2:9][CH2:10]3)[N:15]([C:16]3[CH:21]=[CH:20][CH:19]=[CH:18][CH:17]=3)[CH2:14]2)=[O:28])[CH2:47][CH2:46]1. The yield is 0.560. (3) The reactants are [CH3:1][C:2]1([CH3:24])[N:7]([C:8]2[CH:9]=[N:10][C:11]([N+:14]([O-])=O)=[CH:12][CH:13]=2)[CH2:6][CH2:5][N:4]([C:17]([O:19][C:20]([CH3:23])([CH3:22])[CH3:21])=[O:18])[CH2:3]1. The catalyst is [Pd].CO. The product is [NH2:14][C:11]1[N:10]=[CH:9][C:8]([N:7]2[CH2:6][CH2:5][N:4]([C:17]([O:19][C:20]([CH3:23])([CH3:22])[CH3:21])=[O:18])[CH2:3][C:2]2([CH3:24])[CH3:1])=[CH:13][CH:12]=1. The yield is 0.940. (4) The reactants are Br[C:2]1[C:3]([O:17][CH3:18])=[C:4]([C:9]2[C:14]([Cl:15])=[CH:13][CH:12]=[CH:11][C:10]=2[Cl:16])[CH:5]=[C:6]([F:8])[CH:7]=1.C([Mg]Cl)(C)C.[Cu]C#N.[CH2:27]([O:31][CH2:32][C:33]1[CH:38]=[CH:37][CH:36]=[CH:35][CH:34]=1)[C@H:28]1[O:30][CH2:29]1. The catalyst is O1CCCC1. The product is [CH2:32]([O:31][CH2:27][C@@H:28]([OH:30])[CH2:29][C:2]1[C:3]([O:17][CH3:18])=[C:4]([C:9]2[C:14]([Cl:15])=[CH:13][CH:12]=[CH:11][C:10]=2[Cl:16])[CH:5]=[C:6]([F:8])[CH:7]=1)[C:33]1[CH:38]=[CH:37][CH:36]=[CH:35][CH:34]=1. The yield is 0.940. (5) The reactants are [Br:1][C:2]1[C:11]2[C:6](=[CH:7][CH:8]=[C:9]([C:12]([OH:14])=O)[CH:10]=2)[CH:5]=[N:4][CH:3]=1.C(N(CC)C(C)C)(C)C.F[P-](F)(F)(F)(F)F.N1(OC(N(C)C)=[N+](C)C)C2N=CC=CC=2N=N1.[C:48]1([CH2:54][NH2:55])[CH:53]=[CH:52][CH:51]=[CH:50][CH:49]=1. The catalyst is CN(C)C=O. The product is [CH2:54]([NH:55][C:12]([C:9]1[CH:10]=[C:11]2[C:6](=[CH:7][CH:8]=1)[CH:5]=[N:4][CH:3]=[C:2]2[Br:1])=[O:14])[C:48]1[CH:53]=[CH:52][CH:51]=[CH:50][CH:49]=1. The yield is 0.900. (6) The reactants are [N:1]12[CH2:7][C:4]([C:8]([C:16]3[CH:21]=[CH:20][CH:19]=[CH:18][CH:17]=3)([C:10]3[CH:15]=[CH:14][CH:13]=[CH:12][CH:11]=3)[OH:9])([CH2:5][CH2:6]1)[CH2:3][CH2:2]2.[C:22]1([CH2:28][O:29][CH2:30][CH2:31][Br:32])[CH:27]=[CH:26][CH:25]=[CH:24][CH:23]=1. The catalyst is CC#N. The product is [Br-:32].[OH:9][C:8]([C:16]1[CH:21]=[CH:20][CH:19]=[CH:18][CH:17]=1)([C:10]1[CH:15]=[CH:14][CH:13]=[CH:12][CH:11]=1)[C:4]12[CH2:7][N+:1]([CH2:31][CH2:30][O:29][CH2:28][C:22]3[CH:27]=[CH:26][CH:25]=[CH:24][CH:23]=3)([CH2:6][CH2:5]1)[CH2:2][CH2:3]2. The yield is 0.360.